This data is from Catalyst prediction with 721,799 reactions and 888 catalyst types from USPTO. The task is: Predict which catalyst facilitates the given reaction. (1) Reactant: [NH:1]1[C:9]2[C:4](=[CH:5][C:6]([O:10][C:11]3[CH:16]=[CH:15][N:14]=[C:13]([NH2:17])[CH:12]=3)=[CH:7][CH:8]=2)[CH:3]=[CH:2]1.[H-].[Na+].[CH2:20]([NH:25][C:26](=O)[O:27]C1C=CC=CC=1)[CH2:21][CH2:22][CH2:23][CH3:24]. Product: [CH2:20]([NH:25][C:26]([N:1]1[C:9]2[C:4](=[CH:5][C:6]([O:10][C:11]3[CH:16]=[CH:15][N:14]=[C:13]([NH2:17])[CH:12]=3)=[CH:7][CH:8]=2)[CH:3]=[CH:2]1)=[O:27])[CH2:21][CH2:22][CH2:23][CH3:24]. The catalyst class is: 9. (2) Reactant: C(=O)([O-])[O-].[Na+].[Na+].[C:7]([C:9]1[CH:10]=[C:11](B(O)O)[CH:12]=[CH:13][C:14]=1[F:15])#[N:8].ClCCl.Br[C:23]1[N:27]2[N:28]=[C:29]([N:32]3[CH2:36][CH2:35][CH2:34][CH:33]3[C:37]3[CH:42]=[C:41]([CH3:43])[CH:40]=[CH:39][C:38]=3[CH3:44])[CH:30]=[CH:31][C:26]2=[N:25][CH:24]=1. Product: [CH3:44][C:38]1[CH:39]=[CH:40][C:41]([CH3:43])=[CH:42][C:37]=1[CH:33]1[CH2:34][CH2:35][CH2:36][N:32]1[C:29]1[CH:30]=[CH:31][C:26]2[N:27]([C:23]([C:11]3[CH:12]=[CH:13][C:14]([F:15])=[C:9]([CH:10]=3)[C:7]#[N:8])=[CH:24][N:25]=2)[N:28]=1. The catalyst class is: 38. (3) Reactant: C(O[CH:4]=[C:5]([C:11](=[O:18])[NH:12][C:13]([O:15]CC)=O)[C:6]([O:8][CH2:9][CH3:10])=[O:7])C.[NH2:19][C:20]1[CH:28]=[C:27]2[C:23]([C:24]([CH3:31])([CH3:30])[C:25](=[O:29])[NH:26]2)=[CH:22][CH:21]=1.CC(C)([O-])C.[K+].Cl. Product: [CH3:30][C:24]1([CH3:31])[C:23]2[C:27](=[CH:28][C:20]([N:19]3[CH:4]=[C:5]([C:6]([O:8][CH2:9][CH3:10])=[O:7])[C:11](=[O:18])[NH:12][C:13]3=[O:15])=[CH:21][CH:22]=2)[NH:26][C:25]1=[O:29]. The catalyst class is: 40. (4) Reactant: FC(OC(=O)C)(F)F.Cl[C:10]1[N:15]=[CH:14][C:13]([CH2:16][C:17]2[C:26]3[CH2:25][CH2:24][CH2:23][CH2:22][C:21]=3[N:20]=[C:19]([C:27]([NH:29][C@H:30]3[CH2:35][CH2:34][CH2:33][CH2:32][C@@H:31]3[OH:36])=[O:28])[CH:18]=2)=[CH:12][CH:11]=1.[CH3:37][S-:38].[Na+]. Product: [OH:36][C@H:31]1[CH2:32][CH2:33][CH2:34][CH2:35][C@@H:30]1[NH:29][C:27]([C:19]1[CH:18]=[C:17]([CH2:16][C:13]2[CH:14]=[N:15][C:10]([S:38][CH3:37])=[CH:11][CH:12]=2)[C:26]2[CH2:25][CH2:24][CH2:23][CH2:22][C:21]=2[N:20]=1)=[O:28]. The catalyst class is: 148. (5) Reactant: [Cl:1][C:2]1[C:3]([F:14])=[C:4]([C:8]([CH3:13])([CH3:12])[C:9]([OH:11])=O)[CH:5]=[CH:6][CH:7]=1.S(Cl)(Cl)=O.[C:19]([O:27][CH2:28][CH3:29])(=[O:26])[CH2:20][C:21]([O:23][CH2:24][CH3:25])=[O:22].[Mg+2].[Cl-].[Cl-]. Product: [Cl:1][C:2]1[C:3]([F:14])=[C:4]([C:8]([CH3:13])([CH3:12])[C:9]([CH:20]([C:21]([O:23][CH2:24][CH3:25])=[O:22])[C:19]([O:27][CH2:28][CH3:29])=[O:26])=[O:11])[CH:5]=[CH:6][CH:7]=1. The catalyst class is: 10.